The task is: Regression/Classification. Given a drug SMILES string, predict its absorption, distribution, metabolism, or excretion properties. Task type varies by dataset: regression for continuous measurements (e.g., permeability, clearance, half-life) or binary classification for categorical outcomes (e.g., BBB penetration, CYP inhibition). Dataset: cyp2d6_veith.. This data is from CYP2D6 inhibition data for predicting drug metabolism from PubChem BioAssay. (1) The drug is O=C(CN1C(=O)NC2(CCCCCC2)C1=O)N1CCN(S(=O)(=O)c2ccc(Cl)cc2)CC1. The result is 0 (non-inhibitor). (2) The molecule is CN(C)C(=O)c1ccc(-c2cncnc2NC2CCNCC2)cc1. The result is 0 (non-inhibitor). (3) The drug is CCNc1ncc2nc(-c3cn(C)c4ccccc34)c(=O)n(Cc3ccc(F)cc3)c2n1. The result is 0 (non-inhibitor). (4) The molecule is CCOC(=O)C1(S(=O)(=O)c2ccc(Cl)cc2)CCN(Cc2ccc(Cl)cc2)CC1. The result is 1 (inhibitor).